Dataset: Full USPTO retrosynthesis dataset with 1.9M reactions from patents (1976-2016). Task: Predict the reactants needed to synthesize the given product. Given the product [Cl:33][C:28]1[CH:29]=[C:30]([O:32][S:36]([C:35]([F:48])([F:47])[F:34])(=[O:38])=[O:37])[CH:31]=[C:2]([Cl:1])[C:3]=1[CH2:4][C@@H:5]1[CH2:9][CH2:8][N:7]([C@H:10]2[CH2:11][CH2:12][C@H:13]([O:16][Si:17]([CH:21]([CH3:22])[CH3:23])([CH:18]([CH3:19])[CH3:20])[CH:24]([CH3:25])[CH3:26])[CH2:14][CH2:15]2)[C:6]1=[O:27], predict the reactants needed to synthesize it. The reactants are: [Cl:1][C:2]1[CH:31]=[C:30]([OH:32])[CH:29]=[C:28]([Cl:33])[C:3]=1[CH2:4][C@@H:5]1[CH2:9][CH2:8][N:7]([C@H:10]2[CH2:15][CH2:14][C@H:13]([O:16][Si:17]([CH:24]([CH3:26])[CH3:25])([CH:21]([CH3:23])[CH3:22])[CH:18]([CH3:20])[CH3:19])[CH2:12][CH2:11]2)[C:6]1=[O:27].[F:34][C:35]([F:48])([F:47])[S:36](O[S:36]([C:35]([F:48])([F:47])[F:34])(=[O:38])=[O:37])(=[O:38])=[O:37].